Predict the product of the given reaction. From a dataset of Forward reaction prediction with 1.9M reactions from USPTO patents (1976-2016). (1) Given the reactants C(N(CC)CC)C.C1C=CC(N([S:15]([C:18]([F:21])([F:20])[F:19])(=[O:17])=[O:16])[S:15]([C:18]([F:21])([F:20])[F:19])(=[O:17])=[O:16])=CC=1.[Br:29][C:30]1[CH:31]=[C:32]([OH:40])[CH:33]=[C:34]2[C:39]=1[CH:38]=[N:37][CH:36]=[CH:35]2, predict the reaction product. The product is: [F:19][C:18]([F:21])([F:20])[S:15]([O:40][C:32]1[CH:33]=[C:34]2[C:39](=[C:30]([Br:29])[CH:31]=1)[CH:38]=[N:37][CH:36]=[CH:35]2)(=[O:17])=[O:16]. (2) Given the reactants [F:1][C:2]1[C:10]([CH2:11][CH2:12][C:13]2[CH:14]=[N:15][C:16]([NH:19][C:20]3[CH:25]=[CH:24][C:23]([CH2:26][N:27]4[CH2:32][CH2:31][O:30][CH2:29][CH2:28]4)=[CH:22][N:21]=3)=[N:17][CH:18]=2)=[CH:9][C:5]([C:6](O)=[O:7])=[CH:4][C:3]=1[O:33][CH3:34].Cl.CN.C[CH2:39][N:40](C(C)C)C(C)C.CN(C(ON1N=NC2C=CC=NC1=2)=[N+](C)C)C.F[P-](F)(F)(F)(F)F, predict the reaction product. The product is: [F:1][C:2]1[C:10]([CH2:11][CH2:12][C:13]2[CH:18]=[N:17][C:16]([NH:19][C:20]3[CH:25]=[CH:24][C:23]([CH2:26][N:27]4[CH2:28][CH2:29][O:30][CH2:31][CH2:32]4)=[CH:22][N:21]=3)=[N:15][CH:14]=2)=[CH:9][C:5]([C:6]([NH:40][CH3:39])=[O:7])=[CH:4][C:3]=1[O:33][CH3:34]. (3) Given the reactants [C:1]1([CH2:7][NH:8][CH2:9][C@H:10]2[CH2:15][O:14][CH2:13][CH2:12][N:11]2[CH2:16][C:17]2[CH:22]=[CH:21][CH:20]=[CH:19][CH:18]=2)[CH:6]=[CH:5][CH:4]=[CH:3][CH:2]=1.C(N(C(C)C)CC)(C)C.[CH2:32]([O:34][C:35](=[O:39])[C:36](Cl)=[O:37])[CH3:33], predict the reaction product. The product is: [O:37]=[C:36]([N:8]([CH2:7][C:1]1[CH:2]=[CH:3][CH:4]=[CH:5][CH:6]=1)[CH2:9][C@H:10]1[CH2:15][O:14][CH2:13][CH2:12][N:11]1[CH2:16][C:17]1[CH:22]=[CH:21][CH:20]=[CH:19][CH:18]=1)[C:35]([O:34][CH2:32][CH3:33])=[O:39]. (4) Given the reactants Br[C:2]1[CH:14]=[CH:13][C:5]([C:6]([O:8][C:9]([CH3:12])([CH3:11])[CH3:10])=[O:7])=[CH:4][CH:3]=1.[C:15]1([C:21]([C:29]2[CH:34]=[CH:33][CH:32]=[CH:31][CH:30]=2)=[N:22][CH2:23][C:24]([O:26][CH2:27][CH3:28])=[O:25])[CH:20]=[CH:19][CH:18]=[CH:17][CH:16]=1.P([O-])([O-])([O-])=O.[K+].[K+].[K+], predict the reaction product. The product is: [C:15]1([C:21](=[N:22][CH:23]([C:2]2[CH:14]=[CH:13][C:5]([C:6]([O:8][C:9]([CH3:12])([CH3:11])[CH3:10])=[O:7])=[CH:4][CH:3]=2)[C:24]([O:26][CH2:27][CH3:28])=[O:25])[C:29]2[CH:30]=[CH:31][CH:32]=[CH:33][CH:34]=2)[CH:16]=[CH:17][CH:18]=[CH:19][CH:20]=1.